This data is from Catalyst prediction with 721,799 reactions and 888 catalyst types from USPTO. The task is: Predict which catalyst facilitates the given reaction. (1) Reactant: CC1C=CC(S([CH2:11][N+:12]#[C-:13])(=O)=O)=CC=1.[NH3:14].[CH3:15][C:16]([CH3:22])([CH2:20][CH3:21])[CH2:17][CH:18]=O.Cl. Product: [CH3:15][C:16]([CH3:22])([CH2:20][CH3:21])[CH2:17][C:18]1[N:14]=[CH:11][NH:12][CH:13]=1. The catalyst class is: 5. (2) Reactant: [F:1][C:2]1[CH:3]=[C:4]([CH:23]=[C:24]([F:26])[CH:25]=1)[C:5]([C:7]1[CH:8]=[C:9]2[C:13](=[CH:14][CH:15]=1)[NH:12][N:11]=[C:10]2[NH:16][C:17](=[O:22])[C:18]([F:21])([F:20])[F:19])=[O:6].Cl[C:28]([C:41]1[CH:46]=[CH:45][CH:44]=[CH:43][CH:42]=1)([C:35]1[CH:40]=[CH:39][CH:38]=[CH:37][CH:36]=1)[C:29]1[CH:34]=[CH:33][CH:32]=[CH:31][CH:30]=1.C(N(CC)CC)C. Product: [F:1][C:2]1[CH:3]=[C:4]([CH:23]=[C:24]([F:26])[CH:25]=1)[C:5]([C:7]1[CH:8]=[C:9]2[C:13](=[CH:14][CH:15]=1)[N:12]([C:28]([C:29]1[CH:34]=[CH:33][CH:32]=[CH:31][CH:30]=1)([C:41]1[CH:42]=[CH:43][CH:44]=[CH:45][CH:46]=1)[C:35]1[CH:36]=[CH:37][CH:38]=[CH:39][CH:40]=1)[N:11]=[C:10]2[NH:16][C:17](=[O:22])[C:18]([F:20])([F:21])[F:19])=[O:6]. The catalyst class is: 4. (3) Product: [ClH:38].[ClH:38].[ClH:38].[C:1]([C:3]1[N:8]=[C:7]2[NH:9][CH:10]=[C:11](/[CH:12]=[C:13]3\[O:14][C:15]4[C:22]([CH2:23][N:24]5[CH2:29][CH2:28][NH:27][CH2:26][CH2:25]5)=[C:21]([OH:37])[CH:20]=[CH:19][C:16]=4[C:17]\3=[O:18])[C:6]2=[CH:5][CH:4]=1)#[CH:2]. The catalyst class is: 135. Reactant: [C:1]([C:3]1[N:8]=[C:7]2[NH:9][CH:10]=[C:11](/[CH:12]=[C:13]3\[O:14][C:15]4[C:22]([CH2:23][N:24]5[CH2:29][CH2:28][N:27](C(OC(C)(C)C)=O)[CH2:26][CH2:25]5)=[C:21]([OH:37])[CH:20]=[CH:19][C:16]=4[C:17]\3=[O:18])[C:6]2=[CH:5][CH:4]=1)#[CH:2].[ClH:38]. (4) Reactant: [OH:1][CH2:2][C@H:3]([NH:7][C:8](=[O:14])[O:9][C:10]([CH3:13])([CH3:12])[CH3:11])[CH2:4][NH:5][CH3:6].C([O-])([O-])=O.[K+].[K+].[C:21]([O:30]N1C(=O)CCC1=O)([O:23][CH2:24][CH2:25][Si:26]([CH3:29])([CH3:28])[CH3:27])=O. Product: [C:10]([O:9][C:8]([NH:7][C@H:3]([CH2:4][N:5]([CH3:6])[C:21]([O:23][CH2:24][CH2:25][Si:26]([CH3:27])([CH3:28])[CH3:29])=[O:30])[CH2:2][OH:1])=[O:14])([CH3:13])([CH3:12])[CH3:11]. The catalyst class is: 95.